Dataset: Full USPTO retrosynthesis dataset with 1.9M reactions from patents (1976-2016). Task: Predict the reactants needed to synthesize the given product. (1) Given the product [S:19]([OH:22])([OH:21])(=[O:20])=[O:18].[CH2:1]([NH:5][C:6]1[N:11]=[C:10]([NH:12][CH3:13])[N:9]=[C:8]([NH:14][CH2:15][C:16]#[CH:17])[N:7]=1)[CH2:2][CH2:3][CH3:4].[CH2:1]([NH:5][C:6]1[N:11]=[C:10]([NH:12][CH3:13])[N:9]=[C:8]([NH:14][CH2:15][C:16]#[CH:17])[N:7]=1)[CH2:2][CH2:3][CH3:4], predict the reactants needed to synthesize it. The reactants are: [CH2:1]([NH:5][C:6]1[N:11]=[C:10]([NH:12][CH3:13])[N:9]=[C:8]([NH:14][CH2:15][C:16]#[CH:17])[N:7]=1)[CH2:2][CH2:3][CH3:4].[OH:18][S:19]([OH:22])(=[O:21])=[O:20].S(O)(O)(=O)=O.C(NC1N=C(NC)N=C(NCC#C)N=1)C.C(NC1N=C(NC)N=C(NCC#C)N=1)C. (2) The reactants are: [C:1]([O:5][C:6]([NH:8][CH2:9][CH2:10][CH2:11][CH2:12][C@H:13]([NH:17][C:18](=[O:42])[C:19]1[CH:24]=[CH:23][C:22]([S:25](=[O:41])(=[O:40])[NH:26][C:27]2[CH:32]=[CH:31][CH:30]=[CH:29][C:28]=2[O:33][C:34]2[CH:39]=[CH:38][CH:37]=[CH:36][CH:35]=2)=[CH:21][CH:20]=1)[C:14](O)=[O:15])=[O:7])([CH3:4])([CH3:3])[CH3:2].[C:43]([O:47][C:48]([N:50]1[CH2:55][CH2:54][CH:53]([CH2:56][NH2:57])[CH2:52][CH2:51]1)=[O:49])([CH3:46])([CH3:45])[CH3:44]. Given the product [C:43]([O:47][C:48]([N:50]1[CH2:55][CH2:54][CH:53]([CH2:56][NH:57][C:14](=[O:15])[C@@H:13]([NH:17][C:18](=[O:42])[C:19]2[CH:24]=[CH:23][C:22]([S:25](=[O:41])(=[O:40])[NH:26][C:27]3[CH:32]=[CH:31][CH:30]=[CH:29][C:28]=3[O:33][C:34]3[CH:39]=[CH:38][CH:37]=[CH:36][CH:35]=3)=[CH:21][CH:20]=2)[CH2:12][CH2:11][CH2:10][CH2:9][NH:8][C:6]([O:5][C:1]([CH3:4])([CH3:3])[CH3:2])=[O:7])[CH2:52][CH2:51]1)=[O:49])([CH3:46])([CH3:45])[CH3:44], predict the reactants needed to synthesize it. (3) Given the product [N:5]1[CH:6]=[CH:7][C:2]([NH:1][C:8](=[O:9])[CH2:11][CH2:12][C:13]#[CH:14])=[CH:3][CH:4]=1, predict the reactants needed to synthesize it. The reactants are: [NH2:1][C:2]1[CH:7]=[CH:6][N:5]=[CH:4][CH:3]=1.[C:8]([C:11]1C=CC=C2[C:12]=1[CH2:13][CH2:14]C2=O)(O)=[O:9].Cl.CNC. (4) Given the product [C:17]1([C:8]2[N:7]=[C:6]([CH2:5][C:1]#[N:2])[N:10]([C:11]3[CH:12]=[N:13][CH:14]=[CH:15][CH:16]=3)[N:9]=2)[CH:22]=[CH:21][CH:20]=[CH:19][CH:18]=1, predict the reactants needed to synthesize it. The reactants are: [C-:1]#[N:2].[K+].Br[CH2:5][C:6]1[N:10]([C:11]2[CH:12]=[N:13][CH:14]=[CH:15][CH:16]=2)[N:9]=[C:8]([C:17]2[CH:22]=[CH:21][CH:20]=[CH:19][CH:18]=2)[N:7]=1.O. (5) The reactants are: C([O:3][C:4]([C:6]1[C:7](=[O:39])[C:8]2[CH:13]=[N:12][C:11]([NH:14][C:15]3[CH:20]=[CH:19][C:18]([N:21]4[CH2:26][CH2:25][N:24]([CH3:27])[CH2:23][CH2:22]4)=[CH:17][CH:16]=3)=[N:10][C:9]=2[N:28]([C:30]2[CH:31]=[C:32]3[C:36](=[CH:37][CH:38]=2)[CH2:35][CH2:34][CH2:33]3)[CH:29]=1)=[O:5])C. Given the product [CH2:35]1[C:36]2[C:32](=[CH:31][C:30]([N:28]3[C:9]4[N:10]=[C:11]([NH:14][C:15]5[CH:16]=[CH:17][C:18]([N:21]6[CH2:22][CH2:23][N:24]([CH3:27])[CH2:25][CH2:26]6)=[CH:19][CH:20]=5)[N:12]=[CH:13][C:8]=4[C:7](=[O:39])[C:6]([C:4]([OH:5])=[O:3])=[CH:29]3)=[CH:38][CH:37]=2)[CH2:33][CH2:34]1, predict the reactants needed to synthesize it. (6) Given the product [O:23]=[C:14]1[C:15]2[C:20](=[CH:19][CH:18]=[CH:17][CH:16]=2)[CH:21]=[CH:22][N:13]1[C:10]1[CH:9]=[CH:8][C:7]([N:1]2[CH2:6][CH2:5][N:4]([CH2:35][CH2:36][CH2:37][C:38]3[C:46]4[C:41](=[CH:42][CH:43]=[C:44]([C:47]#[N:48])[CH:45]=4)[NH:40][CH:39]=3)[CH2:3][CH2:2]2)=[CH:12][CH:11]=1, predict the reactants needed to synthesize it. The reactants are: [N:1]1([C:7]2[CH:12]=[CH:11][C:10]([N:13]3[CH:22]=[CH:21][C:20]4[C:15](=[CH:16][CH:17]=[CH:18][CH:19]=4)[C:14]3=[O:23])=[CH:9][CH:8]=2)[CH2:6][CH2:5][NH:4][CH2:3][CH2:2]1.CC1C=CC(S(O[CH2:35][CH2:36][CH2:37][C:38]2[C:46]3[C:41](=[CH:42][CH:43]=[C:44]([C:47]#[N:48])[CH:45]=3)[NH:40][CH:39]=2)(=O)=O)=CC=1.C(=O)([O-])[O-].[K+].[K+].[I-].[K+]. (7) Given the product [Cl:36][C:37]1[CH:44]=[CH:43][CH:42]=[CH:41][C:38]=1[CH2:39][C:2]1[CH:11]=[C:10]([NH:12][C:13]2[CH:18]=[CH:17][C:16]([N:19]3[CH2:24][CH2:23][NH:22][CH2:21][CH2:20]3)=[CH:15][C:14]=2[O:32][CH3:33])[C:9]2[C:8](=[O:34])[NH:7][CH:6]=[CH:5][C:4]=2[N:3]=1, predict the reactants needed to synthesize it. The reactants are: Cl[C:2]1[CH:11]=[C:10]([NH:12][C:13]2[CH:18]=[CH:17][C:16]([N:19]3[CH2:24][CH2:23][N:22](C(OC(C)(C)C)=O)[CH2:21][CH2:20]3)=[CH:15][C:14]=2[O:32][CH3:33])[C:9]2[C:8](=[O:34])[NH:7][CH:6]=[CH:5][C:4]=2[N:3]=1.[Br-].[Cl:36][C:37]1[CH:44]=[CH:43][CH:42]=[CH:41][C:38]=1[CH2:39][Zn+].C1(P(C2CCCCC2)C2C=CC=CC=2C2C(C(C)C)=CC(C(C)C)=CC=2C(C)C)CCCCC1. (8) Given the product [C:1]([C:11]1[CH:31]=[CH:30][C:14]([CH2:15][N:16]([CH2:17][C:18]2[CH:29]=[CH:28][C:21]([O:22][CH2:23][C:24]([O:26][CH3:27])=[O:25])=[CH:20][CH:19]=2)[C:32](=[O:38])[CH2:33][CH2:34][CH2:35][CH2:36][CH3:37])=[CH:13][CH:12]=1)#[C:2][CH2:3][CH2:4][CH2:5][CH2:6][CH2:7][CH2:8][CH2:9][CH3:10], predict the reactants needed to synthesize it. The reactants are: [C:1]([C:11]1[CH:31]=[CH:30][C:14]([CH2:15][NH:16][CH2:17][C:18]2[CH:29]=[CH:28][C:21]([O:22][CH2:23][C:24]([O:26][CH3:27])=[O:25])=[CH:20][CH:19]=2)=[CH:13][CH:12]=1)#[C:2][CH2:3][CH2:4][CH2:5][CH2:6][CH2:7][CH2:8][CH2:9][CH3:10].[C:32](Cl)(=[O:38])[CH2:33][CH2:34][CH2:35][CH2:36][CH3:37].